The task is: Binary Classification. Given a drug SMILES string, predict its activity (active/inactive) in a high-throughput screening assay against a specified biological target.. This data is from HIV replication inhibition screening data with 41,000+ compounds from the AIDS Antiviral Screen. (1) The molecule is CC1=NN2C(c3ccc(C)cc3)=CSC2=NC(C)(C)C1. The result is 0 (inactive). (2) The drug is CC1=CC2(O)C(=O)C(C)CC3C(CCC(C)(O)C=C2C1=O)C3(C)C. The result is 0 (inactive). (3) The molecule is O=C(Nn1c(-c2ccccc2)nc2ccccc2c1=O)c1ccc(Cl)cc1. The result is 0 (inactive). (4) The compound is CCCC[Sn]1(CCCC)OC(=O)c2ccc(N)cc2O1. The result is 0 (inactive). (5) The drug is COc1ccccc1C(O)(c1ccccc1)C(O)(c1ccccc1)c1ccccc1OC. The result is 0 (inactive). (6) The compound is O=S(=O)(c1ccccc1)C1(Sc2ccccc2)CC=CC1. The result is 0 (inactive). (7) The molecule is S=C1NNC2(C(=S)N1)c1ccccc1-c1ccccc12. The result is 0 (inactive).